Dataset: Forward reaction prediction with 1.9M reactions from USPTO patents (1976-2016). Task: Predict the product of the given reaction. (1) Given the reactants Cl.[F:2][C:3]1[CH:4]=[C:5]([CH:8]=[CH:9][C:10]=1[O:11][CH2:12][CH2:13][N:14]1[CH2:21][CH:20]2[O:22][CH:16]([CH2:17][NH:18][CH2:19]2)[CH2:15]1)[C:6]#[N:7].Br[CH2:24][CH2:25][NH:26][C:27](=[O:33])[O:28][C:29]([CH3:32])([CH3:31])[CH3:30].C(=O)([O-])[O-].[K+].[K+], predict the reaction product. The product is: [C:29]([O:28][C:27](=[O:33])[NH:26][CH2:25][CH2:24][N:18]1[CH2:19][CH:20]2[O:22][CH:16]([CH2:15][N:14]([CH2:13][CH2:12][O:11][C:10]3[CH:9]=[CH:8][C:5]([C:6]#[N:7])=[CH:4][C:3]=3[F:2])[CH2:21]2)[CH2:17]1)([CH3:32])([CH3:31])[CH3:30]. (2) Given the reactants S([O-])([O:4][CH3:5])(=O)=[O:2].[OH:7][C:8]1[CH:17]=[CH:16][C:15]2[C:10](=[CH:11][CH:12]=[C:13](O)[CH:14]=2)[CH:9]=1, predict the reaction product. The product is: [OH:7][C:8]1[CH:17]=[CH:16][C:15]2[C:10](=[CH:11][CH:12]=[C:13]([O:4][CH3:5])[CH:14]=2)[CH:9]=1.[C:9]1([OH:2])[C:10]2[C:15](=[CH:14][CH:13]=[CH:12][CH:11]=2)[CH:16]=[CH:17][CH:8]=1.